Dataset: Catalyst prediction with 721,799 reactions and 888 catalyst types from USPTO. Task: Predict which catalyst facilitates the given reaction. Reactant: FC(F)(F)C(O)=O.[Si]([O:25][CH2:26][C:27]1[NH:28][C:29](=[O:45])[N:30]([CH:32]2[CH2:37][CH2:36][N:35](C(OC(C)(C)C)=O)[CH2:34][CH2:33]2)[CH:31]=1)(C(C)(C)C)(C1C=CC=CC=1)C1C=CC=CC=1. Product: [OH:25][CH2:26][C:27]1[NH:28][C:29](=[O:45])[N:30]([CH:32]2[CH2:37][CH2:36][NH:35][CH2:34][CH2:33]2)[CH:31]=1. The catalyst class is: 4.